This data is from Serine/threonine kinase 33 screen with 319,792 compounds. The task is: Binary Classification. Given a drug SMILES string, predict its activity (active/inactive) in a high-throughput screening assay against a specified biological target. (1) The molecule is Clc1cc(NC(=O)c2c(OCC)cccc2)c(O)cc1. The result is 1 (active). (2) The result is 0 (inactive). The drug is S1(=O)(=O)CC(NC(=O)c2oc3c(c(=O)c2)ccc(c3)C)CC1. (3) The compound is s1c(NC(=O)CCC(=O)N(CC(=O)NCC2OCCC2)c2ccc(F)cc2)ncc1. The result is 0 (inactive).